This data is from NCI-60 drug combinations with 297,098 pairs across 59 cell lines. The task is: Regression. Given two drug SMILES strings and cell line genomic features, predict the synergy score measuring deviation from expected non-interaction effect. (1) Synergy scores: CSS=16.3, Synergy_ZIP=2.32, Synergy_Bliss=3.87, Synergy_Loewe=2.24, Synergy_HSA=3.09. Drug 1: CCC1=C2CN3C(=CC4=C(C3=O)COC(=O)C4(CC)O)C2=NC5=C1C=C(C=C5)O. Drug 2: CCCCC(=O)OCC(=O)C1(CC(C2=C(C1)C(=C3C(=C2O)C(=O)C4=C(C3=O)C=CC=C4OC)O)OC5CC(C(C(O5)C)O)NC(=O)C(F)(F)F)O. Cell line: SK-OV-3. (2) Drug 1: C1=CC(=CC=C1CCC2=CNC3=C2C(=O)NC(=N3)N)C(=O)NC(CCC(=O)O)C(=O)O. Drug 2: CN1C(=O)N2C=NC(=C2N=N1)C(=O)N. Cell line: SNB-75. Synergy scores: CSS=24.1, Synergy_ZIP=1.64, Synergy_Bliss=1.83, Synergy_Loewe=-10.2, Synergy_HSA=0.171. (3) Drug 2: C1C(C(OC1N2C=C(C(=O)NC2=O)F)CO)O. Synergy scores: CSS=18.5, Synergy_ZIP=-2.64, Synergy_Bliss=-7.26, Synergy_Loewe=-27.2, Synergy_HSA=-8.30. Drug 1: CN(C)C1=NC(=NC(=N1)N(C)C)N(C)C. Cell line: UO-31. (4) Drug 1: CC1=C(N=C(N=C1N)C(CC(=O)N)NCC(C(=O)N)N)C(=O)NC(C(C2=CN=CN2)OC3C(C(C(C(O3)CO)O)O)OC4C(C(C(C(O4)CO)O)OC(=O)N)O)C(=O)NC(C)C(C(C)C(=O)NC(C(C)O)C(=O)NCCC5=NC(=CS5)C6=NC(=CS6)C(=O)NCCC[S+](C)C)O. Drug 2: CCC1(C2=C(COC1=O)C(=O)N3CC4=CC5=C(C=CC(=C5CN(C)C)O)N=C4C3=C2)O.Cl. Cell line: U251. Synergy scores: CSS=67.4, Synergy_ZIP=-1.35, Synergy_Bliss=-1.26, Synergy_Loewe=3.12, Synergy_HSA=5.74. (5) Drug 1: CC1=CC2C(CCC3(C2CCC3(C(=O)C)OC(=O)C)C)C4(C1=CC(=O)CC4)C. Drug 2: C1=C(C(=O)NC(=O)N1)F. Cell line: SNB-19. Synergy scores: CSS=28.5, Synergy_ZIP=8.77, Synergy_Bliss=8.43, Synergy_Loewe=-6.65, Synergy_HSA=2.46.